This data is from Catalyst prediction with 721,799 reactions and 888 catalyst types from USPTO. The task is: Predict which catalyst facilitates the given reaction. (1) Reactant: Cl[C:2]1[N:7]=[C:6]([C:8]([O:10][CH3:11])=[O:9])[CH:5]=[C:4]([CH3:12])[N:3]=1.[CH2:13]([NH:16][CH2:17][CH2:18][CH3:19])[CH2:14][CH3:15].C(N(CC)CC)C. Product: [CH2:13]([N:16]([CH2:17][CH2:18][CH3:19])[C:2]1[N:7]=[C:6]([C:8]([O:10][CH3:11])=[O:9])[CH:5]=[C:4]([CH3:12])[N:3]=1)[CH2:14][CH3:15]. The catalyst class is: 1. (2) Reactant: [Cl:1][C:2]1[C:3]([NH:10][C@@H:11]2[CH2:16][CH2:15][CH2:14][N:13]([C:17]([O:19][C:20]([CH3:23])([CH3:22])[CH3:21])=[O:18])[CH2:12]2)=[N:4][CH:5]=[C:6]([CH2:8][OH:9])[CH:7]=1. Product: [Cl:1][C:2]1[C:3]([NH:10][C@@H:11]2[CH2:16][CH2:15][CH2:14][N:13]([C:17]([O:19][C:20]([CH3:23])([CH3:22])[CH3:21])=[O:18])[CH2:12]2)=[N:4][CH:5]=[C:6]([CH:8]=[O:9])[CH:7]=1. The catalyst class is: 703. (3) Reactant: [Cl:1][C:2]1[CH:17]=[CH:16][C:15]([Cl:18])=[CH:14][C:3]=1[O:4][C:5]1[N:13]=[CH:12][CH:11]=[CH:10][C:6]=1[C:7]([OH:9])=O.[CH2:19](N(C(C)C)C(C)C)C.CN(C(ON1N=NC2C=CC=NC1=2)=[N+](C)C)C.F[P-](F)(F)(F)(F)F.[CH:52]1([C:55]2[CH:60]=[CH:59][CH:58]=[CH:57][C:56]=2[NH2:61])[CH2:54][CH2:53]1.[H-].[Na+].IC. Product: [CH:52]1([C:55]2[CH:60]=[CH:59][CH:58]=[CH:57][C:56]=2[N:61]([CH3:19])[C:7](=[O:9])[C:6]2[CH:10]=[CH:11][CH:12]=[N:13][C:5]=2[O:4][C:3]2[CH:14]=[C:15]([Cl:18])[CH:16]=[CH:17][C:2]=2[Cl:1])[CH2:54][CH2:53]1. The catalyst class is: 3. (4) The catalyst class is: 26. Reactant: [N+:1]([C:4]1[CH:9]=[CH:8][CH:7]=[CH:6][C:5]=1[S:10]([N:13]([CH2:26][C:27]1[CH:32]=[CH:31][C:30](/[N:33]=[CH:34]/[C:35]2[S:36][CH:37]=[C:38]([C:40]3[CH:45]=[CH:44][CH:43]=[CH:42][CH:41]=3)[N:39]=2)=[CH:29][CH:28]=1)[C:14]1[CH:19]=[CH:18][C:17]([CH2:20][CH2:21][C:22]([O:24][CH3:25])=[O:23])=[CH:16][CH:15]=1)(=[O:12])=[O:11])([O-:3])=[O:2].C(O[BH-](OC(=O)C)OC(=O)C)(=O)C.[Na+].[CH:60](=O)[CH2:61][CH3:62].C(=O)([O-])O.[Na+]. Product: [N+:1]([C:4]1[CH:9]=[CH:8][CH:7]=[CH:6][C:5]=1[S:10]([N:13]([CH2:26][C:27]1[CH:32]=[CH:31][C:30]([N:33]([CH2:34][C:35]2[S:36][CH:37]=[C:38]([C:40]3[CH:41]=[CH:42][CH:43]=[CH:44][CH:45]=3)[N:39]=2)[CH2:60][CH2:61][CH3:62])=[CH:29][CH:28]=1)[C:14]1[CH:19]=[CH:18][C:17]([CH2:20][CH2:21][C:22]([O:24][CH3:25])=[O:23])=[CH:16][CH:15]=1)(=[O:12])=[O:11])([O-:3])=[O:2]. (5) Reactant: [CH:1]1([NH:7][C:8]2[CH:13]=[CH:12][C:11]([S:14]([NH2:17])(=[O:16])=[O:15])=[CH:10][C:9]=2[N+:18]([O-])=O)[CH2:6][CH2:5][CH2:4][CH2:3][CH2:2]1. Product: [NH2:18][C:9]1[CH:10]=[C:11]([S:14]([NH2:17])(=[O:15])=[O:16])[CH:12]=[CH:13][C:8]=1[NH:7][CH:1]1[CH2:2][CH2:3][CH2:4][CH2:5][CH2:6]1. The catalyst class is: 381. (6) Reactant: [CH3:1][O:2][C:3]1[CH:4]=[C:5]([CH:32]=[CH:33][CH:34]=1)[C:6]([NH:8][C:9]1[CH:25]=[CH:24][C:12]([O:13][CH2:14][CH2:15][NH:16][C:17](=[O:23])[O:18][C:19](Cl)(Cl)Cl)=[C:11]([C:26]2[N:30]([CH3:31])[N:29]=[CH:28][CH:27]=2)[CH:10]=1)=[O:7].[CH3:35][N:36]([CH3:40])[CH2:37]CO.[O-2].[Mg+2]. Product: [CH3:35][N:36]([CH3:40])[CH2:37][CH2:19][O:18][C:17](=[O:23])[NH:16][CH2:15][CH2:14][O:13][C:12]1[CH:24]=[CH:25][C:9]([NH:8][C:6](=[O:7])[C:5]2[CH:32]=[CH:33][CH:34]=[C:3]([O:2][CH3:1])[CH:4]=2)=[CH:10][C:11]=1[C:26]1[N:30]([CH3:31])[N:29]=[CH:28][CH:27]=1. The catalyst class is: 13.